This data is from Catalyst prediction with 721,799 reactions and 888 catalyst types from USPTO. The task is: Predict which catalyst facilitates the given reaction. Reactant: [Br:1][C:2]1[CH:3]=[C:4]([C:8]([C:10]([C:12]2[CH:17]=[CH:16][CH:15]=[CH:14][CH:13]=2)=O)=O)[CH:5]=[CH:6][CH:7]=1.[CH2:18]([C:30]1[CH:35]=[CH:34][C:33]([CH2:36][C:37](=[O:57])[CH2:38][C:39]2[CH:44]=[CH:43][C:42]([CH2:45][CH2:46][CH2:47][CH2:48][CH2:49][CH2:50][CH2:51][CH2:52][CH2:53][CH2:54][CH2:55][CH3:56])=[CH:41][CH:40]=2)=[CH:32][CH:31]=1)[CH2:19][CH2:20][CH2:21][CH2:22][CH2:23][CH2:24][CH2:25][CH2:26][CH2:27][CH2:28][CH3:29].[OH-].C([N+](CC)(CC)CC)C. Product: [Br:1][C:2]1[CH:3]=[C:4]([C:8]2[C:10]([C:12]3[CH:13]=[CH:14][CH:15]=[CH:16][CH:17]=3)=[C:38]([C:39]3[CH:44]=[CH:43][C:42]([CH2:45][CH2:46][CH2:47][CH2:48][CH2:49][CH2:50][CH2:51][CH2:52][CH2:53][CH2:54][CH2:55][CH3:56])=[CH:41][CH:40]=3)[C:37](=[O:57])[C:36]=2[C:33]2[CH:34]=[CH:35][C:30]([CH2:18][CH2:19][CH2:20][CH2:21][CH2:22][CH2:23][CH2:24][CH2:25][CH2:26][CH2:27][CH2:28][CH3:29])=[CH:31][CH:32]=2)[CH:5]=[CH:6][CH:7]=1. The catalyst class is: 107.